From a dataset of Full USPTO retrosynthesis dataset with 1.9M reactions from patents (1976-2016). Predict the reactants needed to synthesize the given product. (1) Given the product [OH:7][CH2:8][CH2:9][O:10][C:11]1[CH:16]=[CH:15][C:14]([B:17]([OH:18])[OH:19])=[CH:13][C:12]=1[C:20]([F:23])([F:21])[F:22], predict the reactants needed to synthesize it. The reactants are: O1CCCCC1[O:7][CH2:8][CH2:9][O:10][C:11]1[CH:16]=[CH:15][C:14]([B:17]([OH:19])[OH:18])=[CH:13][C:12]=1[C:20]([F:23])([F:22])[F:21].Cl. (2) The reactants are: [C:1]([O:5][C:6](=[O:25])[CH2:7][N:8]1[CH:12]=[CH:11][N:10]=[C:9]1/[CH:13]=[CH:14]/[C:15]([O:17]CC1C=CC=CC=1)=[O:16])([CH3:4])([CH3:3])[CH3:2]. Given the product [C:1]([O:5][C:6](=[O:25])[CH2:7][N:8]1[CH:12]=[CH:11][N:10]=[C:9]1[CH2:13][CH2:14][C:15]([OH:17])=[O:16])([CH3:4])([CH3:2])[CH3:3], predict the reactants needed to synthesize it.